This data is from Forward reaction prediction with 1.9M reactions from USPTO patents (1976-2016). The task is: Predict the product of the given reaction. (1) Given the reactants [CH2:1]([CH2:3][NH2:4])[OH:2].C(N(CC)CC)C.[F:12][C:13]([F:26])([F:25])[S:14](O[S:14]([C:13]([F:26])([F:25])[F:12])(=[O:16])=[O:15])(=[O:16])=[O:15], predict the reaction product. The product is: [F:12][C:13]([F:26])([F:25])[S:14]([NH:4][CH2:3][CH2:1][OH:2])(=[O:16])=[O:15]. (2) The product is: [F:32][C:30]1[N:29]=[C:28]2[C:24]([N:25]=[CH:26][NH:27]2)=[C:23]([NH:1][C@H:2]([C:4]2[N:5]([C:16]3[CH:21]=[CH:20][CH:19]=[CH:18][CH:17]=3)[C:6](=[O:15])[C:7]3[C:12]([CH:13]=2)=[CH:11][CH:10]=[CH:9][C:8]=3[CH3:14])[CH3:3])[N:31]=1.[F:48][C:49]1[N:57]=[C:56]2[C:52]([N:53]=[C:54]([NH:64][CH:65]([C:67]3[N:68]([C:79]4[CH:80]=[CH:81][CH:82]=[CH:83][CH:84]=4)[C:69](=[O:78])[C:70]4[C:75]([CH:76]=3)=[CH:74][CH:73]=[CH:72][C:71]=4[CH3:77])[CH3:66])[N:55]2[CH:58]2[CH2:63][CH2:62][CH2:61][CH2:60][O:59]2)=[CH:51][N:50]=1. Given the reactants [NH2:1][CH:2]([C:4]1[N:5]([C:16]2[CH:21]=[CH:20][CH:19]=[CH:18][CH:17]=2)[C:6](=[O:15])[C:7]2[C:12]([CH:13]=1)=[CH:11][CH:10]=[CH:9][C:8]=2[CH3:14])[CH3:3].Cl[C:23]1[N:31]=[C:30]([F:32])[N:29]=[C:28]2[C:24]=1[N:25]=[CH:26][N:27]2C1CCCCO1.CCN(C(C)C)C(C)C.[F:48][C:49]1[N:57]=[C:56]2[C:52]([N:53]=[C:54]([NH:64][CH:65]([C:67]3[N:68]([C:79]4[CH:84]=[CH:83][CH:82]=[CH:81][CH:80]=4)[C:69](=[O:78])[C:70]4[C:75]([CH:76]=3)=[CH:74][CH:73]=[CH:72][C:71]=4[CH3:77])[CH3:66])[N:55]2[CH:58]2[CH2:63][CH2:62][CH2:61][CH2:60][O:59]2)=[CH:51][N:50]=1, predict the reaction product. (3) Given the reactants ClC1C(F)=CC(F)=C(C=1)C(OC(C)(C)C)=O.[F:17][C:18]1[CH:30]=[C:29](F)[C:28]([I:32])=[CH:27][C:19]=1[C:20]([O:22][C:23]([CH3:26])([CH3:25])[CH3:24])=[O:21].ClC1C=C(O)C=CC=1OC(F)(F)F.[Cl:46][C:47]1[CH:48]=[C:49]([OH:57])[CH:50]=[N:51][C:52]=1[O:53][CH:54]([CH3:56])[CH3:55], predict the reaction product. The product is: [Cl:46][C:47]1[CH:48]=[C:49]([O:57][C:29]2[C:28]([I:32])=[CH:27][C:19]([C:20]([O:22][C:23]([CH3:26])([CH3:25])[CH3:24])=[O:21])=[C:18]([F:17])[CH:30]=2)[CH:50]=[N:51][C:52]=1[O:53][CH:54]([CH3:55])[CH3:56]. (4) Given the reactants [C:1](=[O:20])([O:18][CH3:19])[O:2][C:3]1[CH:8]=[C:7]([N+:9]([O-:11])=[O:10])[C:6](Br)=[CH:5][C:4]=1[CH:13]1[CH2:17][CH2:16][CH2:15][CH2:14]1.[CH3:21][N:22]([CH3:26])[CH2:23][C:24]#[CH:25].ClC(OC)=O, predict the reaction product. The product is: [C:1](=[O:20])([O:18][CH3:19])[O:2][C:3]1[CH:8]=[C:7]([N+:9]([O-:11])=[O:10])[C:6]([C:25]#[C:24][CH2:23][N:22]([CH3:26])[CH3:21])=[CH:5][C:4]=1[CH:13]1[CH2:17][CH2:16][CH2:15][CH2:14]1.